From a dataset of Forward reaction prediction with 1.9M reactions from USPTO patents (1976-2016). Predict the product of the given reaction. (1) Given the reactants [F:1][CH:2]([F:11])[O:3][C:4]1[CH:10]=[CH:9][C:7]([NH2:8])=[CH:6][CH:5]=1.[N:12]([O-])=O.[Na+].C([O-])(=O)C.[Na+].[C:21]([CH2:24][C:25](=[O:27])[CH3:26])(=[O:23])[CH3:22], predict the reaction product. The product is: [F:1][CH:2]([F:11])[O:3][C:4]1[CH:10]=[CH:9][C:7]([NH:8][N:12]=[C:24]([C:25](=[O:27])[CH3:26])[C:21](=[O:23])[CH3:22])=[CH:6][CH:5]=1. (2) Given the reactants [Br:1][C:2]1[N:3]([CH3:24])[C:4]([C:13]2[S:14][C:15]3[N:16]=[CH:17][N:18]=[C:19](SC)[C:20]=3[N:21]=2)=[C:5]([C:7]2[CH:12]=[CH:11][CH:10]=[CH:9][CH:8]=2)[N:6]=1.[CH3:25][O:26]C1C2N=C(C3N(C)C=NC=3C3C=CC=CC=3)SC=2N=CN=1.CN1C(C2SC3N=CN=C(SC)C=3N=2)=C(C2C=CC=CC=2)N=C1, predict the reaction product. The product is: [Br:1][C:2]1[N:3]([CH3:24])[C:4]([C:13]2[S:14][C:15]3[N:16]=[CH:17][N:18]=[C:19]([O:26][CH3:25])[C:20]=3[N:21]=2)=[C:5]([C:7]2[CH:12]=[CH:11][CH:10]=[CH:9][CH:8]=2)[N:6]=1. (3) Given the reactants S(Cl)([Cl:3])=O.C(O[C:10]([N:12](C)[C@@H:13]([CH2:17][CH2:18][CH:19]=[CH2:20])[C:14]([OH:16])=[O:15])=O)(C)(C)C.[CH3:22]O, predict the reaction product. The product is: [ClH:3].[CH3:10][NH:12][C@@H:13]([CH2:17][CH2:18][CH:19]=[CH2:20])[C:14]([O:16][CH3:22])=[O:15]. (4) Given the reactants [CH2:1]([O:8][C:9]1[CH:14]=[CH:13][C:12]([C:15]2[NH:27][C:18]3=[N:19][CH:20]=[CH:21][C:22]([CH2:23][C:24](O)=[O:25])=[C:17]3[N:16]=2)=[CH:11][CH:10]=1)[C:2]1[CH:7]=[CH:6][CH:5]=[CH:4][CH:3]=1.C[CH2:29][N:30]=C=NCCCN(C)C.Cl.CN.CCO, predict the reaction product. The product is: [CH2:1]([O:8][C:9]1[CH:14]=[CH:13][C:12]([C:15]2[NH:27][C:18]3=[N:19][CH:20]=[CH:21][C:22]([CH2:23][C:24]([NH:30][CH3:29])=[O:25])=[C:17]3[N:16]=2)=[CH:11][CH:10]=1)[C:2]1[CH:3]=[CH:4][CH:5]=[CH:6][CH:7]=1. (5) Given the reactants Cl[C:2]1[CH:7]=[CH:6][C:5]([N+:8]([O-:10])=[O:9])=[CH:4][N:3]=1.[C:11]([N:18]1[CH2:23][CH2:22][NH:21][CH2:20][CH2:19]1)([O:13][C:14]([CH3:17])([CH3:16])[CH3:15])=[O:12].C1CCN2C(=NCCC2)CC1, predict the reaction product. The product is: [C:14]([O:13][C:11]([N:18]1[CH2:23][CH2:22][N:21]([C:2]2[CH:7]=[CH:6][C:5]([N+:8]([O-:10])=[O:9])=[CH:4][N:3]=2)[CH2:20][CH2:19]1)=[O:12])([CH3:17])([CH3:15])[CH3:16].